From a dataset of Full USPTO retrosynthesis dataset with 1.9M reactions from patents (1976-2016). Predict the reactants needed to synthesize the given product. (1) Given the product [CH2:1]([O:5][CH2:6][CH2:7][O:8][C:9]1[CH:10]=[CH:11][C:12]([C:15]2[CH:16]=[CH:17][C:18]3[N:24]([C:25](=[O:30])[C:26]([F:29])([F:28])[F:27])[CH2:23][CH2:22][C:21]([C:31]([NH:33][C:34]4[CH:39]=[CH:38][C:37]([C@H:40]([OH:47])[C:41]5[CH:46]=[CH:45][CH:44]=[CH:43][N+:42]=5[O-:57])=[CH:36][CH:35]=4)=[O:32])=[CH:20][C:19]=3[CH:48]=2)=[CH:13][CH:14]=1)[CH2:2][CH2:3][CH3:4], predict the reactants needed to synthesize it. The reactants are: [CH2:1]([O:5][CH2:6][CH2:7][O:8][C:9]1[CH:14]=[CH:13][C:12]([C:15]2[CH:16]=[CH:17][C:18]3[N:24]([C:25](=[O:30])[C:26]([F:29])([F:28])[F:27])[CH2:23][CH2:22][C:21]([C:31]([NH:33][C:34]4[CH:39]=[CH:38][C:37]([C@H:40]([OH:47])[C:41]5[CH:46]=[CH:45][CH:44]=[CH:43][N:42]=5)=[CH:36][CH:35]=4)=[O:32])=[CH:20][C:19]=3[CH:48]=2)=[CH:11][CH:10]=1)[CH2:2][CH2:3][CH3:4].ClC1C=CC=C(C(OO)=[O:57])C=1.S([O-])([O-])(=O)=S.[Na+].[Na+]. (2) Given the product [Cl:1][C:2]1[CH:7]=[C:6]([C:8]2[N:9]=[C:10]([NH:22][CH3:21])[C:11]3[C:17]([O:18][CH3:19])=[CH:16][N:15]=[CH:14][C:12]=3[N:13]=2)[CH:5]=[CH:4][N:3]=1, predict the reactants needed to synthesize it. The reactants are: [Cl:1][C:2]1[CH:7]=[C:6]([C:8]2[N:9]=[C:10](O)[C:11]3[C:17]([O:18][CH3:19])=[CH:16][N:15]=[CH:14][C:12]=3[N:13]=2)[CH:5]=[CH:4][N:3]=1.[CH3:21][NH2:22].Cl. (3) Given the product [F:23][C:22]1[C:16]2[O:15][CH2:14][CH:13]([CH2:12][N:25]3[CH2:29][CH2:28][CH2:27][CH2:26]3)[O:18][C:17]=2[CH:19]=[C:20]([F:24])[CH:21]=1, predict the reactants needed to synthesize it. The reactants are: CC1C=CC(S(O[CH2:12][CH:13]2[O:18][C:17]3[CH:19]=[C:20]([F:24])[CH:21]=[C:22]([F:23])[C:16]=3[O:15][CH2:14]2)(=O)=O)=CC=1.[NH:25]1[CH2:29][CH2:28][CH2:27][CH2:26]1. (4) Given the product [CH3:7][N:8]([CH3:26])[C:9]1[CH:10]=[CH:11][C:12]([PH:15][C:16]2[CH:21]=[CH:20][C:19]([N:22]([CH3:24])[CH3:23])=[CH:18][CH:17]=2)=[CH:13][CH:14]=1.[BH3:5], predict the reactants needed to synthesize it. The reactants are: [Cl-].[Ce+3].[Cl-].[Cl-].[BH4-:5].[Na+].[CH3:7][N:8]([CH3:26])[C:9]1[CH:14]=[CH:13][C:12]([PH:15](=O)[C:16]2[CH:21]=[CH:20][C:19]([N:22]([CH3:24])[CH3:23])=[CH:18][CH:17]=2)=[CH:11][CH:10]=1.[H-].[Al+3].[Li+].[H-].[H-].[H-].Cl.[OH-].[Na+]. (5) The reactants are: [F:1][C:2]1[C:7]([F:8])=[C:6]([F:9])[CH:5]=[CH:4][C:3]=1[N+:10]([O-])=O.[C:13]([O:18][CH3:19])(=[O:17])[C:14]([CH3:16])=O.S([O-])([O-])(=O)=O.[Mg+2].[H][H]. Given the product [F:1][C:2]1[C:7]([F:8])=[C:6]([F:9])[CH:5]=[CH:4][C:3]=1[NH:10][CH:14]([CH3:16])[C:13]([O:18][CH3:19])=[O:17], predict the reactants needed to synthesize it. (6) Given the product [CH3:1][O:2][C:3](=[O:30])[CH2:4][C:5]1[CH:10]=[CH:9][CH:8]=[C:7]([O:11][C:12]2[CH:17]=[CH:16][C:15]([Br:18])=[CH:14][C:13]=2[CH2:19][N:20]([C:32]([O:34][CH3:35])=[O:33])[C@@H:21]([CH3:29])[CH2:22][C:23]2[CH:28]=[CH:27][CH:26]=[CH:25][CH:24]=2)[CH:6]=1, predict the reactants needed to synthesize it. The reactants are: [CH3:1][O:2][C:3](=[O:30])[CH2:4][C:5]1[CH:10]=[CH:9][CH:8]=[C:7]([O:11][C:12]2[CH:17]=[CH:16][C:15]([Br:18])=[CH:14][C:13]=2[CH2:19][NH:20][C@@H:21]([CH3:29])[CH2:22][C:23]2[CH:28]=[CH:27][CH:26]=[CH:25][CH:24]=2)[CH:6]=1.Cl[C:32]([O:34][CH3:35])=[O:33].